Dataset: Forward reaction prediction with 1.9M reactions from USPTO patents (1976-2016). Task: Predict the product of the given reaction. (1) Given the reactants [NH:1]1[CH2:4][CH:3]([S:5][C:6]2[CH:7]=[C:8]([CH:28]=[C:29]([C:31]([F:34])([F:33])[F:32])[CH:30]=2)[C:9]([N:11]([C:13]2[CH:14]=[N:15][CH:16]=[CH:17][C:18]=2[C:19]2[CH:24]=[CH:23][C:22]([F:25])=[CH:21][C:20]=2[O:26][CH3:27])[CH3:12])=[O:10])[CH2:2]1.[OH:35]OS([O-])=O.[K+].[O-]S([O-])(=S)=O.[Na+].[Na+].CCOC(C)=O.[OH2:54], predict the reaction product. The product is: [NH:1]1[CH2:4][CH:3]([S:5]([C:6]2[CH:7]=[C:8]([CH:28]=[C:29]([C:31]([F:32])([F:34])[F:33])[CH:30]=2)[C:9]([N:11]([C:13]2[CH:14]=[N:15][CH:16]=[CH:17][C:18]=2[C:19]2[CH:24]=[CH:23][C:22]([F:25])=[CH:21][C:20]=2[O:26][CH3:27])[CH3:12])=[O:10])(=[O:35])=[O:54])[CH2:2]1. (2) Given the reactants Br[C:2]1[CH:10]=[C:9]2[C:5]([C:6](=[O:12])[NH:7][N:8]2[CH3:11])=[CH:4][C:3]=1[F:13].[CH3:14][N:15](C=O)C, predict the reaction product. The product is: [F:13][C:3]1[CH:4]=[C:5]2[C:9](=[CH:10][C:2]=1[C:14]#[N:15])[N:8]([CH3:11])[NH:7][C:6]2=[O:12]. (3) The product is: [CH3:1][O:2][C:3]([C:5]1[CH:14]=[C:13]([N+:17]([O-:19])=[O:18])[C:12]2[C:7](=[CH:8][CH:9]=[C:10]([C:15]#[N:16])[CH:11]=2)[CH:6]=1)=[O:4]. Given the reactants [CH3:1][O:2][C:3]([C:5]1[CH:14]=[CH:13][C:12]2[C:7](=[CH:8][CH:9]=[C:10]([C:15]#[N:16])[CH:11]=2)[CH:6]=1)=[O:4].[N+:17]([O-])([O-:19])=[O:18].[K+], predict the reaction product.